Dataset: Reaction yield outcomes from USPTO patents with 853,638 reactions. Task: Predict the reaction yield, written as a fraction of the theoretical maximum amount of product (1.0 means a 100% yield; for example, 0.34 means a 34% yield). (1) The reactants are [CH:1]1([N:6]2[CH2:11][CH2:10][N:9]([C:12]([C:14]3[CH:15]=[C:16]4[C:20](=[CH:21][CH:22]=3)[NH:19][C:18]([C:23]([N:25]3[CH2:30][CH2:29][C:28]([F:32])([F:31])[CH2:27][CH2:26]3)=[O:24])=[CH:17]4)=[O:13])[CH2:8][CH2:7]2)[CH2:5][CH2:4][CH2:3][CH2:2]1.[CH3:33][O:34][C:35]([C:37]1[CH:42]=[CH:41][C:40](B(O)O)=[CH:39][CH:38]=1)=[O:36].N1C=CC=CC=1. The catalyst is ClCCl.C([O-])(=O)C.[Cu+2].C([O-])(=O)C. The product is [CH3:33][O:34][C:35](=[O:36])[C:37]1[CH:42]=[CH:41][C:40]([N:19]2[C:20]3[C:16](=[CH:15][C:14]([C:12]([N:9]4[CH2:8][CH2:7][N:6]([CH:1]5[CH2:5][CH2:4][CH2:3][CH2:2]5)[CH2:11][CH2:10]4)=[O:13])=[CH:22][CH:21]=3)[CH:17]=[C:18]2[C:23]([N:25]2[CH2:26][CH2:27][C:28]([F:31])([F:32])[CH2:29][CH2:30]2)=[O:24])=[CH:39][CH:38]=1. The yield is 0.670. (2) The reactants are CCCC[N+](CCCC)(CCCC)CCCC.[F-].[Si]([O:36][CH2:37][C@@H:38]1[CH2:43][CH:42]2[CH:40]([CH2:41]2)[N:39]1[C:44]([O:46][C:47]([CH3:50])([CH3:49])[CH3:48])=[O:45])(C(C)(C)C)(C1C=CC=CC=1)C1C=CC=CC=1.[NH4+].[Cl-]. The catalyst is C1COCC1. The product is [OH:36][CH2:37][C@@H:38]1[CH2:43][CH:42]2[CH:40]([CH2:41]2)[N:39]1[C:44]([O:46][C:47]([CH3:50])([CH3:49])[CH3:48])=[O:45]. The yield is 0.940. (3) The reactants are [NH3:1].C[O:3][C:4](=O)[C:5]1[CH:10]=[C:9]([Br:11])[CH:8]=[CH:7][C:6]=1[CH2:12]Br. The catalyst is CO. The product is [Br:11][C:9]1[CH:10]=[C:5]2[C:6]([CH2:12][NH:1][C:4]2=[O:3])=[CH:7][CH:8]=1. The yield is 0.670. (4) The reactants are Cl.CN(C)CCCN=C=NCC.[C:13]1([CH2:19][O:20][C:21]2[CH:29]=[CH:28][CH:27]=[CH:26][C:22]=2[C:23]([OH:25])=O)[CH:18]=[CH:17][CH:16]=[CH:15][CH:14]=1.ON1C2C=CC=CC=2N=N1.[CH2:40]([CH2:42][NH2:43])[OH:41]. The catalyst is C1COCC1. The product is [OH:41][CH2:40][CH2:42][NH:43][C:23]([C:22]1[CH:26]=[CH:27][CH:28]=[CH:29][C:21]=1[O:20][CH2:19][C:13]1[CH:14]=[CH:15][CH:16]=[CH:17][CH:18]=1)=[O:25]. The yield is 1.00. (5) The reactants are [Cl:1][C:2]1[CH:7]=[C:6]([Cl:8])[N:5]=[C:4]([S:9]([CH3:12])(=O)=O)[N:3]=1.SC1[CH:19]=[CH:18][C:17]([NH:20][C:21]([CH:23]2[CH2:27][CH2:26][CH2:25][CH2:24]2)=[O:22])=[CH:16][CH:15]=1.C(N(CC)CC)C.O. The catalyst is C(#N)C. The product is [Cl:1][C:2]1[CH:7]=[C:6]([Cl:8])[N:5]=[C:4]([S:9][C:12]2[CH:19]=[CH:18][C:17]([NH:20][C:21]([CH:23]3[CH2:24][CH2:25][CH2:26][CH2:27]3)=[O:22])=[CH:16][CH:15]=2)[N:3]=1. The yield is 0.490. (6) The reactants are Br[C:2]1[C:3](=[O:15])[C:4]([CH3:14])([CH3:13])[O:5][C:6]=1[C:7]1[CH:12]=[CH:11][N:10]=[CH:9][CH:8]=1.[F:16][C:17]1[CH:18]=[C:19]2[C:24](=[CH:25][CH:26]=1)[N:23]=[C:22]([CH2:27][O:28][C:29]1[CH:34]=[CH:33][C:32](B3OC(C)(C)C(C)(C)O3)=[CH:31][CH:30]=1)[CH:21]=[CH:20]2.C([O-])([O-])=O.[Cs+].[Cs+]. The catalyst is C1(C)C=CC=CC=1.O.C1C=CC(P(C2C=CC=CC=2)[C-]2C=CC=C2)=CC=1.C1C=CC(P(C2C=CC=CC=2)[C-]2C=CC=C2)=CC=1.Cl[Pd]Cl.[Fe+2]. The product is [F:16][C:17]1[CH:18]=[C:19]2[C:24](=[CH:25][CH:26]=1)[N:23]=[C:22]([CH2:27][O:28][C:29]1[CH:30]=[CH:31][C:32]([C:2]3[C:3](=[O:15])[C:4]([CH3:14])([CH3:13])[O:5][C:6]=3[C:7]3[CH:12]=[CH:11][N:10]=[CH:9][CH:8]=3)=[CH:33][CH:34]=1)[CH:21]=[CH:20]2. The yield is 0.250. (7) The reactants are [Br:1][C:2]1[CH:3]=[C:4]([CH:7]=[CH:8][C:9]=1[OH:10])[C:5]#[N:6].CS(C)=O.C(=O)([O-])[O-].[K+].[K+].Br[CH2:22][CH2:23][F:24]. The catalyst is O.[I-].[K+]. The product is [Br:1][C:2]1[CH:3]=[C:4]([CH:7]=[CH:8][C:9]=1[O:10][CH2:22][CH2:23][F:24])[C:5]#[N:6]. The yield is 0.920. (8) The reactants are [CH2:1]([N:4]1[CH2:7][CH:6]([C:8]2[CH:13]=[CH:12][C:11]([NH2:14])=[CH:10][CH:9]=2)[CH2:5]1)[CH2:2][CH3:3].[Br:15][C:16]1[CH:21]=[CH:20][C:19]([S:22](Cl)(=[O:24])=[O:23])=[CH:18][CH:17]=1. The catalyst is C(Cl)Cl.N1C=CC=CC=1. The product is [Br:15][C:16]1[CH:21]=[CH:20][C:19]([S:22]([NH:14][C:11]2[CH:10]=[CH:9][C:8]([CH:6]3[CH2:5][N:4]([CH2:1][CH2:2][CH3:3])[CH2:7]3)=[CH:13][CH:12]=2)(=[O:24])=[O:23])=[CH:18][CH:17]=1. The yield is 0.510. (9) The reactants are [C:1]1([CH3:21])[CH:6]=[CH:5][C:4]([S:7]([C:10]2[CH:15]=[CH:14][C:13]([C:16]([F:19])([F:18])[F:17])=[CH:12][C:11]=2[NH2:20])(=[O:9])=[O:8])=[CH:3][CH:2]=1.[O:22]=[C:23](Cl)OC(Cl)(Cl)Cl.[N-]=C=O.Cl.[CH3:34][O:35][C:36](=[O:57])[C@@H:37]([NH2:56])[CH2:38][C:39]1[CH:44]=[CH:43][C:42]([NH:45][C:46](=[O:55])[C:47]2[C:52]([Cl:53])=[CH:51][CH:50]=[CH:49][C:48]=2[Cl:54])=[CH:41][CH:40]=1.C(N(CC)CC)C. The catalyst is O1CCOCC1.ClCCl. The product is [CH3:34][O:35][C:36](=[O:57])[C@@H:37]([NH:56][C:23]([NH:20][C:11]1[CH:12]=[C:13]([C:16]([F:17])([F:18])[F:19])[CH:14]=[CH:15][C:10]=1[S:7]([C:4]1[CH:3]=[CH:2][C:1]([CH3:21])=[CH:6][CH:5]=1)(=[O:9])=[O:8])=[O:22])[CH2:38][C:39]1[CH:44]=[CH:43][C:42]([NH:45][C:46](=[O:55])[C:47]2[C:48]([Cl:54])=[CH:49][CH:50]=[CH:51][C:52]=2[Cl:53])=[CH:41][CH:40]=1. The yield is 0.820.